From a dataset of NCI-60 drug combinations with 297,098 pairs across 59 cell lines. Regression. Given two drug SMILES strings and cell line genomic features, predict the synergy score measuring deviation from expected non-interaction effect. (1) Drug 1: C1CCC(C1)C(CC#N)N2C=C(C=N2)C3=C4C=CNC4=NC=N3. Drug 2: C1=CC(=CC=C1C#N)C(C2=CC=C(C=C2)C#N)N3C=NC=N3. Cell line: SK-MEL-5. Synergy scores: CSS=-11.3, Synergy_ZIP=11.8, Synergy_Bliss=8.03, Synergy_Loewe=-9.57, Synergy_HSA=-10.7. (2) Drug 1: COC1=CC(=CC(=C1O)OC)C2C3C(COC3=O)C(C4=CC5=C(C=C24)OCO5)OC6C(C(C7C(O6)COC(O7)C8=CC=CS8)O)O. Drug 2: COC1=C2C(=CC3=C1OC=C3)C=CC(=O)O2. Cell line: DU-145. Synergy scores: CSS=37.2, Synergy_ZIP=7.57, Synergy_Bliss=8.14, Synergy_Loewe=-24.7, Synergy_HSA=8.10. (3) Drug 1: CC1C(C(CC(O1)OC2CC(CC3=C2C(=C4C(=C3O)C(=O)C5=C(C4=O)C(=CC=C5)OC)O)(C(=O)C)O)N)O.Cl. Drug 2: CN1C(=O)N2C=NC(=C2N=N1)C(=O)N. Cell line: HCT-15. Synergy scores: CSS=8.19, Synergy_ZIP=-2.60, Synergy_Bliss=-0.363, Synergy_Loewe=-16.0, Synergy_HSA=-2.68. (4) Drug 1: CN(C)N=NC1=C(NC=N1)C(=O)N. Drug 2: C1CN(CCN1C(=O)CCBr)C(=O)CCBr. Cell line: DU-145. Synergy scores: CSS=3.40, Synergy_ZIP=-8.70, Synergy_Bliss=-8.63, Synergy_Loewe=-20.5, Synergy_HSA=-10.8. (5) Synergy scores: CSS=53.5, Synergy_ZIP=-4.99, Synergy_Bliss=-3.99, Synergy_Loewe=-1.94, Synergy_HSA=-0.332. Drug 1: CCC1(CC2CC(C3=C(CCN(C2)C1)C4=CC=CC=C4N3)(C5=C(C=C6C(=C5)C78CCN9C7C(C=CC9)(C(C(C8N6C)(C(=O)OC)O)OC(=O)C)CC)OC)C(=O)OC)O.OS(=O)(=O)O. Drug 2: CC1C(C(CC(O1)OC2CC(CC3=C2C(=C4C(=C3O)C(=O)C5=C(C4=O)C(=CC=C5)OC)O)(C(=O)CO)O)N)O.Cl. Cell line: M14. (6) Drug 1: CC1OCC2C(O1)C(C(C(O2)OC3C4COC(=O)C4C(C5=CC6=C(C=C35)OCO6)C7=CC(=C(C(=C7)OC)O)OC)O)O. Drug 2: CC(C1=C(C=CC(=C1Cl)F)Cl)OC2=C(N=CC(=C2)C3=CN(N=C3)C4CCNCC4)N. Cell line: NCIH23. Synergy scores: CSS=49.0, Synergy_ZIP=-4.33, Synergy_Bliss=-3.58, Synergy_Loewe=-5.31, Synergy_HSA=-0.839. (7) Drug 1: CC12CCC3C(C1CCC2O)C(CC4=C3C=CC(=C4)O)CCCCCCCCCS(=O)CCCC(C(F)(F)F)(F)F. Drug 2: C1CNP(=O)(OC1)N(CCCl)CCCl. Cell line: RXF 393. Synergy scores: CSS=-2.71, Synergy_ZIP=2.55, Synergy_Bliss=1.52, Synergy_Loewe=-3.55, Synergy_HSA=-2.94. (8) Cell line: SN12C. Synergy scores: CSS=2.61, Synergy_ZIP=0.186, Synergy_Bliss=2.98, Synergy_Loewe=0.554, Synergy_HSA=0.788. Drug 1: CC(C)(C#N)C1=CC(=CC(=C1)CN2C=NC=N2)C(C)(C)C#N. Drug 2: C1=NNC2=C1C(=O)NC=N2. (9) Drug 1: CNC(=O)C1=CC=CC=C1SC2=CC3=C(C=C2)C(=NN3)C=CC4=CC=CC=N4. Drug 2: CC1CCC2CC(C(=CC=CC=CC(CC(C(=O)C(C(C(=CC(C(=O)CC(OC(=O)C3CCCCN3C(=O)C(=O)C1(O2)O)C(C)CC4CCC(C(C4)OC)O)C)C)O)OC)C)C)C)OC. Cell line: SF-295. Synergy scores: CSS=41.8, Synergy_ZIP=2.15, Synergy_Bliss=1.76, Synergy_Loewe=-10.5, Synergy_HSA=5.29. (10) Drug 1: CN(C)N=NC1=C(NC=N1)C(=O)N. Drug 2: CN(CC1=CN=C2C(=N1)C(=NC(=N2)N)N)C3=CC=C(C=C3)C(=O)NC(CCC(=O)O)C(=O)O. Cell line: SW-620. Synergy scores: CSS=21.0, Synergy_ZIP=5.91, Synergy_Bliss=6.17, Synergy_Loewe=-22.8, Synergy_HSA=1.38.